This data is from NCI-60 drug combinations with 297,098 pairs across 59 cell lines. The task is: Regression. Given two drug SMILES strings and cell line genomic features, predict the synergy score measuring deviation from expected non-interaction effect. (1) Drug 1: CC1=C(N=C(N=C1N)C(CC(=O)N)NCC(C(=O)N)N)C(=O)NC(C(C2=CN=CN2)OC3C(C(C(C(O3)CO)O)O)OC4C(C(C(C(O4)CO)O)OC(=O)N)O)C(=O)NC(C)C(C(C)C(=O)NC(C(C)O)C(=O)NCCC5=NC(=CS5)C6=NC(=CS6)C(=O)NCCC[S+](C)C)O. Drug 2: CC12CCC3C(C1CCC2OP(=O)(O)O)CCC4=C3C=CC(=C4)OC(=O)N(CCCl)CCCl.[Na+]. Cell line: HOP-62. Synergy scores: CSS=54.9, Synergy_ZIP=-0.221, Synergy_Bliss=-0.884, Synergy_Loewe=-29.1, Synergy_HSA=1.01. (2) Drug 1: COC1=NC(=NC2=C1N=CN2C3C(C(C(O3)CO)O)O)N. Drug 2: C1CN1C2=NC(=NC(=N2)N3CC3)N4CC4. Cell line: HOP-62. Synergy scores: CSS=30.0, Synergy_ZIP=-1.85, Synergy_Bliss=0.666, Synergy_Loewe=-34.6, Synergy_HSA=0.949.